Predict the reaction yield, written as a fraction of the theoretical maximum amount of product (1.0 means a 100% yield; for example, 0.34 means a 34% yield). From a dataset of Reaction yield outcomes from USPTO patents with 853,638 reactions. (1) The reactants are [Cl:1][C:2]1[CH:7]=[C:6]([C:8]([O:17][Si](CC)(CC)CC)([C:13]([F:16])([F:15])[F:14])[C:9]([F:12])([F:11])[F:10])[CH:5]=[CH:4][C:3]=1[NH:25][CH2:26][CH3:27].CCN(C(C)C)C(C)C.[C:37]1([CH2:43][CH2:44][C:45](Cl)=[O:46])[CH:42]=[CH:41][CH:40]=[CH:39][CH:38]=1.CCCC[N+](CCCC)(CCCC)CCCC.[F-]. The catalyst is C(Cl)Cl.C1COCC1. The product is [Cl:1][C:2]1[CH:7]=[C:6]([C:8]([OH:17])([C:9]([F:11])([F:12])[F:10])[C:13]([F:14])([F:15])[F:16])[CH:5]=[CH:4][C:3]=1[N:25]([CH2:26][CH3:27])[C:45](=[O:46])[CH2:44][CH2:43][C:37]1[CH:42]=[CH:41][CH:40]=[CH:39][CH:38]=1. The yield is 0.670. (2) The reactants are [H-].[Al+3].[Li+].[H-].[H-].[H-].[CH:7]([N:10]1[CH2:15][CH2:14][CH:13]([C:16](OCC)=[O:17])[CH2:12][CH2:11]1)([CH3:9])[CH3:8].[OH-].[Na+].S([O-])([O-])(=O)=O.[Mg+2]. The catalyst is O1CCCC1.O. The product is [CH:7]([N:10]1[CH2:15][CH2:14][CH:13]([CH2:16][OH:17])[CH2:12][CH2:11]1)([CH3:9])[CH3:8]. The yield is 0.990.